Dataset: Reaction yield outcomes from USPTO patents with 853,638 reactions. Task: Predict the reaction yield, written as a fraction of the theoretical maximum amount of product (1.0 means a 100% yield; for example, 0.34 means a 34% yield). (1) The reactants are C(O[C:6]([N:8]([CH2:10][C:11]1[CH:12]=[C:13]([C:28]2[CH:33]=[CH:32][CH:31]=[CH:30][CH:29]=2)[N:14]([S:16]([C:19]2[CH:27]=[CH:26][CH:25]=[CH:24][C:20]=2[C:21]([OH:23])=[O:22])(=[O:18])=[O:17])[CH:15]=1)C)=O)(C)(C)C.C(OCC)(=O)C.[ClH:40].CO. The catalyst is C(OCC)(=O)C. The product is [ClH:40].[CH3:6][NH:8][CH2:10][C:11]1[CH:12]=[C:13]([C:28]2[CH:33]=[CH:32][CH:31]=[CH:30][CH:29]=2)[N:14]([S:16]([C:19]2[CH:27]=[CH:26][CH:25]=[CH:24][C:20]=2[C:21]([OH:23])=[O:22])(=[O:18])=[O:17])[CH:15]=1. The yield is 0.500. (2) The reactants are [F:1][C:2]1[CH:26]=[CH:25][C:5]([CH2:6][N:7]2[C@@H:11]([CH3:12])[CH2:10][N:9]([C:13]3[S:14][C:15]([C:19]([O:21]CC)=[O:20])=[C:16]([CH3:18])[N:17]=3)[C:8]2=[O:24])=[CH:4][CH:3]=1.[OH-].[Li+].Cl. The catalyst is O1CCCC1.O. The product is [F:1][C:2]1[CH:3]=[CH:4][C:5]([CH2:6][N:7]2[C@@H:11]([CH3:12])[CH2:10][N:9]([C:13]3[S:14][C:15]([C:19]([OH:21])=[O:20])=[C:16]([CH3:18])[N:17]=3)[C:8]2=[O:24])=[CH:25][CH:26]=1. The yield is 0.690.